Dataset: TCR-epitope binding with 47,182 pairs between 192 epitopes and 23,139 TCRs. Task: Binary Classification. Given a T-cell receptor sequence (or CDR3 region) and an epitope sequence, predict whether binding occurs between them. (1) The TCR CDR3 sequence is CASSSAGSTDTQYF. The epitope is RISNCVADY. Result: 0 (the TCR does not bind to the epitope). (2) The epitope is KPLEFGATSAAL. The TCR CDR3 sequence is CASSLVAGLQETQYF. Result: 1 (the TCR binds to the epitope). (3) The epitope is YLNTLTLAV. The TCR CDR3 sequence is CASSSPETQYF. Result: 1 (the TCR binds to the epitope). (4) The TCR CDR3 sequence is CASSYSGKQYF. The epitope is KLNVGDYFV. Result: 1 (the TCR binds to the epitope). (5) The epitope is LPPAYTNSF. The TCR CDR3 sequence is CASSLGDWWEQFF. Result: 0 (the TCR does not bind to the epitope). (6) The epitope is CLGGLLTMV. The TCR CDR3 sequence is CASSQGYAQPQHF. Result: 0 (the TCR does not bind to the epitope).